This data is from Reaction yield outcomes from USPTO patents with 853,638 reactions. The task is: Predict the reaction yield, written as a fraction of the theoretical maximum amount of product (1.0 means a 100% yield; for example, 0.34 means a 34% yield). The reactants are [CH2:1]([O:3][C:4](=[O:15])/[CH:5]=[CH:6]/[C:7]1[CH:12]=[C:11]([Cl:13])[N:10]=[C:9](Cl)[CH:8]=1)[CH3:2].[CH:16]1(B(O)O)[CH2:18][CH2:17]1.P([O-])([O-])([O-])=O.[K+].[K+].[K+].C1(P(C2CCCCC2)C2CCCCC2)CCCCC1. The catalyst is C1(C)C=CC=CC=1.O.O.CC([O-])=O.CC([O-])=O.[Pd+2]. The product is [CH2:1]([O:3][C:4](=[O:15])/[CH:5]=[CH:6]/[C:7]1[CH:8]=[C:9]([CH:16]2[CH2:18][CH2:17]2)[N:10]=[C:11]([Cl:13])[CH:12]=1)[CH3:2]. The yield is 0.430.